From a dataset of Forward reaction prediction with 1.9M reactions from USPTO patents (1976-2016). Predict the product of the given reaction. Given the reactants COC1C=CC(NC2N=NC(C(NC(C3OC=CC=3)=O)C)=CN=2)=CC=1.Cl.[CH3:27][S:28][C:29]1[N:30]=[N:31][C:32]([CH:35]([NH2:37])[CH3:36])=[CH:33][N:34]=1.[C:38](Cl)(=[O:45])[C:39]1[CH:44]=[CH:43][CH:42]=[CH:41][CH:40]=1, predict the reaction product. The product is: [CH3:27][S:28][C:29]1[N:30]=[N:31][C:32]([CH:35]([NH:37][C:38](=[O:45])[C:39]2[CH:44]=[CH:43][CH:42]=[CH:41][CH:40]=2)[CH3:36])=[CH:33][N:34]=1.